Dataset: NCI-60 drug combinations with 297,098 pairs across 59 cell lines. Task: Regression. Given two drug SMILES strings and cell line genomic features, predict the synergy score measuring deviation from expected non-interaction effect. (1) Drug 1: C(=O)(N)NO. Drug 2: CN(CC1=CN=C2C(=N1)C(=NC(=N2)N)N)C3=CC=C(C=C3)C(=O)NC(CCC(=O)O)C(=O)O. Cell line: HT29. Synergy scores: CSS=44.3, Synergy_ZIP=1.50, Synergy_Bliss=-1.76, Synergy_Loewe=-24.4, Synergy_HSA=-3.93. (2) Drug 1: CN(CC1=CN=C2C(=N1)C(=NC(=N2)N)N)C3=CC=C(C=C3)C(=O)NC(CCC(=O)O)C(=O)O. Drug 2: CC12CCC3C(C1CCC2OP(=O)(O)O)CCC4=C3C=CC(=C4)OC(=O)N(CCCl)CCCl.[Na+]. Synergy scores: CSS=35.0, Synergy_ZIP=-0.256, Synergy_Bliss=0.572, Synergy_Loewe=-37.9, Synergy_HSA=1.52. Cell line: RPMI-8226.